From a dataset of Experimentally validated miRNA-target interactions with 360,000+ pairs, plus equal number of negative samples. Binary Classification. Given a miRNA mature sequence and a target amino acid sequence, predict their likelihood of interaction. The miRNA is hsa-miR-6788-3p with sequence UUCGCCACUUCCCUCCCUGCAG. The protein sequence of the target gene is MGPRGRQRRAGTVQSTNDSSSLSKRSLAAHGYVRDPFAALLVPGPVRRTPLIHRGYYVRARAVRHCVRAFLELTSALPSRTRAQILSLGSGSDSLYFRLKAAGLLARAAVWEVDFPDVSRLKAERIEETPELRAQTGPFKIGDSASSLCFESADYRILGADLRELQRLGEALDGAGLDATSPTLLLAEAVLTYLEPSSATALIAWAAQRFPDALFVIYEQMQPGDAFGQIMLQHFQRLHSPLHGLELFPVVKAQRQRFLQAGWTACSALDLNEFYRRLLSAEERQRVETLEPFDEYEEWH.... Result: 0 (no interaction).